Predict which catalyst facilitates the given reaction. From a dataset of Catalyst prediction with 721,799 reactions and 888 catalyst types from USPTO. (1) Reactant: [NH2:1][C:2]1[NH:7][C:6](=[O:8])[C:5]([CH3:9])=[C:4]([C:10]2[O:11][CH:12]=[CH:13][CH:14]=2)[N:3]=1.C(C1C=CC=C(C(C)(C)C)N=1)(C)(C)C.[S:29](O[S:29]([C:32]([F:35])([F:34])[F:33])(=[O:31])=[O:30])([C:32]([F:35])([F:34])[F:33])(=[O:31])=[O:30].O. Product: [NH2:1][C:2]1[N:7]=[C:6]([O:8][S:29]([C:32]([F:35])([F:34])[F:33])(=[O:31])=[O:30])[C:5]([CH3:9])=[C:4]([C:10]2[O:11][CH:12]=[CH:13][CH:14]=2)[N:3]=1. The catalyst class is: 4. (2) Reactant: Cl.Cl.[CH3:3][O:4][C:5](=[O:52])[C@@H:6]([NH:22][C:23]([C@@H:25]1[CH2:34][C:33]2[CH:32]=[C:31]3[O:35][CH2:36][C@H:37]([C:39]4[CH:44]=[CH:43][C:42]([C:45]5[CH:50]=[CH:49][CH:48]=[C:47]([Cl:51])[CH:46]=5)=[CH:41][CH:40]=4)[O:38][C:30]3=[CH:29][C:28]=2[CH2:27][NH:26]1)=[O:24])[CH2:7][C:8]1[CH:13]=[CH:12][C:11]([C:14]2[CH:19]=[CH:18][N:17]=[C:16]([CH3:20])[C:15]=2[CH3:21])=[CH:10][CH:9]=1.[CH3:53][C:54]1[O:55][C:56]([CH3:62])=[C:57]([C:59](O)=[O:60])[N:58]=1.CN(C(ON1N=NC2C=CC=CC1=2)=[N+](C)C)C.F[P-](F)(F)(F)(F)F.CCN(C(C)C)C(C)C. Product: [CH3:3][O:4][C:5](=[O:52])[C@@H:6]([NH:22][C:23]([C@@H:25]1[CH2:34][C:33]2[CH:32]=[C:31]3[O:35][CH2:36][C@H:37]([C:39]4[CH:40]=[CH:41][C:42]([C:45]5[CH:50]=[CH:49][CH:48]=[C:47]([Cl:51])[CH:46]=5)=[CH:43][CH:44]=4)[O:38][C:30]3=[CH:29][C:28]=2[CH2:27][N:26]1[C:59]([C:57]1[N:58]=[C:54]([CH3:53])[O:55][C:56]=1[CH3:62])=[O:60])=[O:24])[CH2:7][C:8]1[CH:13]=[CH:12][C:11]([C:14]2[CH:19]=[CH:18][N:17]=[C:16]([CH3:20])[C:15]=2[CH3:21])=[CH:10][CH:9]=1. The catalyst class is: 2. (3) Reactant: N12CCCN=C1CCCCC2.[F:12][C:13]([F:37])([F:36])[C:14]([N:16]([CH2:26][C:27]1([CH2:33][O:34][CH3:35])[CH2:32][CH2:31][NH:30][CH2:29][CH2:28]1)[C@@H:17]1[CH2:19][C@H:18]1[C:20]1[CH:25]=[CH:24][CH:23]=[CH:22][CH:21]=1)=[O:15].[C:38]1(=[CH:42][C:43]([O:45][CH3:46])=[O:44])[CH2:41][CH2:40][CH2:39]1. Product: [CH3:46][O:45][C:43](=[O:44])[CH2:42][C:38]1([N:30]2[CH2:31][CH2:32][C:27]([CH2:33][O:34][CH3:35])([CH2:26][N:16]([C@@H:17]3[CH2:19][C@H:18]3[C:20]3[CH:25]=[CH:24][CH:23]=[CH:22][CH:21]=3)[C:14](=[O:15])[C:13]([F:12])([F:36])[F:37])[CH2:28][CH2:29]2)[CH2:41][CH2:40][CH2:39]1. The catalyst class is: 291.